Dataset: Forward reaction prediction with 1.9M reactions from USPTO patents (1976-2016). Task: Predict the product of the given reaction. (1) Given the reactants CS(C)=O.[C:5]([C:9]1[CH:14]=[CH:13][C:12]([NH2:15])=[C:11]([N+:16]([O-:18])=[O:17])[CH:10]=1)([CH3:8])([CH3:7])[CH3:6].[OH-].[K+].[CH2:21](Br)[C:22]1[CH:27]=[CH:26][CH:25]=[CH:24][CH:23]=1, predict the reaction product. The product is: [CH2:21]([NH:15][C:12]1[CH:13]=[CH:14][C:9]([C:5]([CH3:8])([CH3:6])[CH3:7])=[CH:10][C:11]=1[N+:16]([O-:18])=[O:17])[C:22]1[CH:27]=[CH:26][CH:25]=[CH:24][CH:23]=1. (2) Given the reactants [NH2:1][C@H:2]([CH2:20][C:21]1[CH:26]=[C:25]([F:27])[C:24]([F:28])=[CH:23][C:22]=1[F:29])[CH2:3][C:4]([N:6]1[CH2:10][CH2:9][C@H:8]2[CH2:11][N:12]([C:14](=[O:19])[C:15]([F:18])([CH3:17])[CH3:16])[CH2:13][C@@H:7]12)=[O:5].[P:30](=[O:34])([OH:33])([OH:32])[OH:31], predict the reaction product. The product is: [P:30]([OH:34])([OH:33])([OH:32])=[O:31].[NH2:1][C@H:2]([CH2:20][C:21]1[CH:26]=[C:25]([F:27])[C:24]([F:28])=[CH:23][C:22]=1[F:29])[CH2:3][C:4]([N:6]1[CH2:10][CH2:9][C@H:8]2[CH2:11][N:12]([C:14](=[O:19])[C:15]([F:18])([CH3:16])[CH3:17])[CH2:13][C@@H:7]12)=[O:5]. (3) Given the reactants [NH2:1][C:2]([C:4]1[CH:5]=[N:6][C:7]2[C:12]([C:13]=1[NH:14][C:15]1[CH:16]=[C:17]([CH:23]=[CH:24][CH:25]=1)[C:18]([O:20][CH2:21][CH3:22])=[O:19])=[CH:11][CH:10]=[C:9](Br)[CH:8]=2)=[O:3].[CH3:27][O:28][C:29]1[N:34]=[C:33]([O:35][CH3:36])[C:32](B(O)O)=[CH:31][N:30]=1.C(=O)(O)[O-].[Na+], predict the reaction product. The product is: [NH2:1][C:2]([C:4]1[CH:5]=[N:6][C:7]2[C:12]([C:13]=1[NH:14][C:15]1[CH:16]=[C:17]([CH:23]=[CH:24][CH:25]=1)[C:18]([O:20][CH2:21][CH3:22])=[O:19])=[CH:11][CH:10]=[C:9]([C:32]1[C:33]([O:35][CH3:36])=[N:34][C:29]([O:28][CH3:27])=[N:30][CH:31]=1)[CH:8]=2)=[O:3]. (4) Given the reactants [NH2:1][C:2]1[CH:3]=[CH:4][C:5]2[N:9]=[CH:8][N:7]([CH:10]([C:17]3[CH:22]=[CH:21][CH:20]=[CH:19][CH:18]=3)[CH2:11][C:12]([O:14]CC)=[O:13])[C:6]=2[CH:23]=1.[Br:24][C:25]1[CH:33]=[CH:32][C:31]([O:34][CH3:35])=[CH:30][C:26]=1[C:27](O)=[O:28], predict the reaction product. The product is: [Br:24][C:25]1[CH:33]=[CH:32][C:31]([O:34][CH3:35])=[CH:30][C:26]=1[C:27]([NH:1][C:2]1[CH:3]=[CH:4][C:5]2[N:9]=[CH:8][N:7]([CH:10]([C:17]3[CH:18]=[CH:19][CH:20]=[CH:21][CH:22]=3)[CH2:11][C:12]([OH:14])=[O:13])[C:6]=2[CH:23]=1)=[O:28]. (5) Given the reactants Cl[CH2:2][CH2:3][N:4]1[CH:9]2[CH2:10][CH2:11][CH:5]1[CH:6]=[C:7]([C:12]1[CH:21]=[CH:20][C:19]3[C:14](=[CH:15][CH:16]=[CH:17][CH:18]=3)[CH:13]=1)[CH2:8]2.[CH3:22][O:23][C:24]1[CH:25]=[C:26]2[C:31](=[C:32]([OH:34])[CH:33]=1)[N:30]=[CH:29][CH:28]=[CH:27]2.[H-].[Na+].CS(C)=O, predict the reaction product. The product is: [CH3:22][O:23][C:24]1[CH:25]=[C:26]2[C:31](=[C:32]([O:34][CH2:2][CH2:3][N:4]3[CH:9]4[CH2:10][CH2:11][CH:5]3[CH:6]=[C:7]([C:12]3[CH:21]=[CH:20][C:19]5[C:14](=[CH:15][CH:16]=[CH:17][CH:18]=5)[CH:13]=3)[CH2:8]4)[CH:33]=1)[N:30]=[CH:29][CH:28]=[CH:27]2. (6) Given the reactants [H-].[Na+].[C:3]([O:6][CH2:7][CH2:8][C:9](=[O:16])[C:10]1[CH:15]=[CH:14][CH:13]=[CH:12][CH:11]=1)(=[O:5])[CH3:4].Cl[C:18]1[C:23]([N+:24]([O-:26])=[O:25])=[CH:22][CH:21]=[CH:20][N:19]=1.O, predict the reaction product. The product is: [C:3]([O:6][CH2:7][CH2:8][C:9](=[O:16])[C:10]1[CH:15]=[CH:14][CH:13]=[CH:12][C:11]=1[C:18]1[C:23]([N+:24]([O-:26])=[O:25])=[CH:22][CH:21]=[CH:20][N:19]=1)(=[O:5])[CH3:4]. (7) Given the reactants [NH2:1][C:2]1[C:7]([C:8]#[N:9])=[C:6]([C:10]2[CH:15]=[CH:14][C:13]([O:16][C@H:17]3[C@H:21]([O:22][Si:23]([C:26]([CH3:29])([CH3:28])[CH3:27])([CH3:25])[CH3:24])[CH2:20][O:19][CH2:18]3)=[CH:12][CH:11]=2)[C:5]([C:30]#[N:31])=[C:4]([SH:32])[N:3]=1.Cl[CH2:34][C:35]1[N:36]=[C:37]([C:40]2[CH:45]=[CH:44][C:43]([Cl:46])=[CH:42][CH:41]=2)[S:38][CH:39]=1.C(=O)([O-])[O-].[K+].[K+], predict the reaction product. The product is: [NH2:1][C:2]1[C:7]([C:8]#[N:9])=[C:6]([C:10]2[CH:15]=[CH:14][C:13]([O:16][C@H:17]3[C@H:21]([O:22][Si:23]([C:26]([CH3:28])([CH3:29])[CH3:27])([CH3:25])[CH3:24])[CH2:20][O:19][CH2:18]3)=[CH:12][CH:11]=2)[C:5]([C:30]#[N:31])=[C:4]([S:32][CH2:34][C:35]2[N:36]=[C:37]([C:40]3[CH:45]=[CH:44][C:43]([Cl:46])=[CH:42][CH:41]=3)[S:38][CH:39]=2)[N:3]=1.